This data is from Forward reaction prediction with 1.9M reactions from USPTO patents (1976-2016). The task is: Predict the product of the given reaction. (1) Given the reactants [CH3:1][C@@H:2]([O:5][C:6]1[CH:7]=[C:8]([CH2:12]O)[CH:9]=[CH:10][CH:11]=1)[CH2:3][CH3:4].C1(P(C2C=CC=CC=2)C2C=CC=CC=2)C=CC=CC=1.C(Cl)(Cl)(Cl)[Cl:34], predict the reaction product. The product is: [Cl:34][CH2:12][C:8]1[CH:9]=[CH:10][CH:11]=[C:6]([O:5][C@H:2]([CH3:1])[CH2:3][CH3:4])[CH:7]=1. (2) Given the reactants [CH3:1][N:2]([C:6]1[CH:7]=[C:8]2[C:12](=[CH:13][C:14]=1[N+:15]([O-:17])=[O:16])[N:11]([CH3:18])[C:10](=[O:19])[C:9]2([CH3:21])[CH3:20])C(=O)C, predict the reaction product. The product is: [CH3:18][N:11]1[C:12]2[C:8](=[CH:7][C:6]([NH:2][CH3:1])=[C:14]([N+:15]([O-:17])=[O:16])[CH:13]=2)[C:9]([CH3:20])([CH3:21])[C:10]1=[O:19]. (3) Given the reactants [C:1]([OH:5])(=[O:4])[CH:2]=[O:3].[N+:6]([C:9]1[CH:19]=[CH:18][CH:17]=[CH:16][C:10]=1[CH2:11][NH:12][CH2:13][CH2:14]O)([O-:8])=[O:7].O, predict the reaction product. The product is: [OH:4][CH:1]1[O:5][CH2:14][CH2:13][N:12]([CH2:11][C:10]2[CH:16]=[CH:17][CH:18]=[CH:19][C:9]=2[N+:6]([O-:8])=[O:7])[C:2]1=[O:3]. (4) Given the reactants [CH:1]([O:4][C:5]([N:7]1[CH2:12][CH2:11][CH:10]([O:13][C:14]2[C:19]([CH3:20])=[C:18]([NH:21][C:22]3[CH:23]=[N:24][C:25](Cl)=[CH:26][C:27]=3[CH3:28])[N:17]=[CH:16][N:15]=2)[CH2:9][CH2:8]1)=[O:6])([CH3:3])[CH3:2].[NH:30]1[CH2:35][CH2:34][O:33][CH2:32][CH2:31]1, predict the reaction product. The product is: [CH:1]([O:4][C:5]([N:7]1[CH2:12][CH2:11][CH:10]([O:13][C:14]2[C:19]([CH3:20])=[C:18]([NH:21][C:22]3[CH:23]=[N:24][C:25]([N:30]4[CH2:35][CH2:34][O:33][CH2:32][CH2:31]4)=[CH:26][C:27]=3[CH3:28])[N:17]=[CH:16][N:15]=2)[CH2:9][CH2:8]1)=[O:6])([CH3:3])[CH3:2]. (5) Given the reactants [C:1]([C:5]1[CH:10]=[CH:9][C:8]([N:11]2[C:15](=[O:16])[C:14]([CH3:18])([CH3:17])[N:13]([CH2:19][C:20]3[CH:25]=[CH:24][N:23]4[O:26][C:27](=S)[N:28]=[C:22]4[CH:21]=3)[C:12]2=[O:30])=[CH:7][CH:6]=1)([CH3:4])([CH3:3])[CH3:2].[CH3:31][N:32]1[CH2:37][CH2:36][NH:35][CH2:34][CH2:33]1, predict the reaction product. The product is: [C:1]([C:5]1[CH:10]=[CH:9][C:8]([N:11]2[C:15](=[O:16])[C:14]([CH3:18])([CH3:17])[N:13]([CH2:19][C:20]3[CH:25]=[CH:24][N:23]=[C:22]([NH:28][C:27]([N:35]4[CH2:36][CH2:37][N:32]([CH3:31])[CH2:33][CH2:34]4)=[O:26])[CH:21]=3)[C:12]2=[O:30])=[CH:7][CH:6]=1)([CH3:4])([CH3:3])[CH3:2]. (6) Given the reactants C12(COC3C(C4CC4)=CC(C(O)=O)=CN=3)CC3CC(CC(C3)C1)C2.[C@@H:25]12[CH2:31][C@@H:28]([CH2:29][CH2:30]1)[CH2:27][C@H:26]2[O:32][C:33]1[C:41]([CH:42]2[CH2:44][CH2:43]2)=[CH:40][C:36]([C:37]([OH:39])=O)=[C:35]([F:45])[CH:34]=1.COCCS(N)(=O)=O.[CH:54]1([S:57]([NH2:60])(=[O:59])=[O:58])[CH2:56][CH2:55]1, predict the reaction product. The product is: [C@@H:25]12[CH2:31][C@@H:28]([CH2:29][CH2:30]1)[CH2:27][C@H:26]2[O:32][C:33]1[C:41]([CH:42]2[CH2:43][CH2:44]2)=[CH:40][C:36]([C:37]([NH:60][S:57]([CH:54]2[CH2:56][CH2:55]2)(=[O:59])=[O:58])=[O:39])=[C:35]([F:45])[CH:34]=1. (7) The product is: [CH:27]12[CH2:36][CH:31]3[CH2:32][CH:33]([CH2:35][CH:29]([CH2:30]3)[CH:28]1[C:9]1[CH:10]=[C:5]([C:1]([CH3:4])([CH3:2])[CH3:3])[CH:6]=[CH:7][C:8]=1[OH:11])[CH2:34]2. Given the reactants [C:1]([C:5]1[CH:10]=[CH:9][C:8]([OH:11])=[CH:7][CH:6]=1)([CH3:4])([CH3:3])[CH3:2].C1(C)C(C)=CC=CC=1.CN(C=O)C.[Na].Cl[C:27]12[CH2:36][CH:31]3[CH2:32][CH:33]([CH2:35][CH:29]([CH2:30]3)[CH2:28]1)[CH2:34]2, predict the reaction product. (8) Given the reactants [CH2:1]([N:8]1[C:17](=[O:18])[C:16]2[N:15]=[CH:14][CH:13]=[CH:12][C:11]=2[C:10](Br)=[CH:9]1)[C:2]1[CH:7]=[CH:6][CH:5]=[CH:4][CH:3]=1.[CH3:20][C:21]1[C:25](B(O)O)=[C:24]([CH3:29])[O:23][N:22]=1.C([O-])([O-])=O.[Na+].[Na+], predict the reaction product. The product is: [CH2:1]([N:8]1[C:17](=[O:18])[C:16]2[N:15]=[CH:14][CH:13]=[CH:12][C:11]=2[C:10]([C:25]2[C:21]([CH3:20])=[N:22][O:23][C:24]=2[CH3:29])=[CH:9]1)[C:2]1[CH:7]=[CH:6][CH:5]=[CH:4][CH:3]=1.